From a dataset of Forward reaction prediction with 1.9M reactions from USPTO patents (1976-2016). Predict the product of the given reaction. (1) Given the reactants [CH:1](=[O:9])[CH2:2][CH2:3][CH2:4][CH2:5][CH2:6][CH2:7][CH3:8].[CH2:10]([Mg]Br)[CH:11]=[CH2:12], predict the reaction product. The product is: [CH2:10]=[CH:11][CH2:12][CH:1]([OH:9])[CH2:2][CH2:3][CH2:4][CH2:5][CH2:6][CH2:7][CH3:8]. (2) Given the reactants [CH3:1][C:2]1[CH:3]=[CH:4][C:5]([C:19]([NH:21][C:22]2[CH:23]=[CH:24][C:25]([CH2:32][N:33]3[CH2:38][CH2:37][N:36]([CH3:39])[CH2:35][CH2:34]3)=[C:26]([C:28]([F:31])([F:30])[F:29])[CH:27]=2)=[O:20])=[CH:6][C:7]=1[C:8]#[C:9][C:10]1[N:14]2[N:15]=[CH:16][CH:17]=[CH:18][C:13]2=[N:12][CH:11]=1.CO, predict the reaction product. The product is: [CH3:1][C:2]1[CH:3]=[CH:4][C:5]([C:19]([NH:21][C:22]2[CH:23]=[CH:24][C:25]([CH2:32][N:33]3[CH2:34][CH2:35][N:36]([CH3:39])[CH2:37][CH2:38]3)=[C:26]([C:28]([F:30])([F:31])[F:29])[CH:27]=2)=[O:20])=[CH:6][C:7]=1[C:8]#[C:9][C:10]1[N:14]2[N:15]=[CH:16][CH:17]=[CH:18][C:13]2=[N:12][CH:11]=1. (3) Given the reactants [F:1][C:2]([F:18])([F:17])[C:3]([NH:5][CH2:6][CH2:7][C:8]1[CH:13]=[CH:12][C:11]([N+:14]([O-:16])=[O:15])=[CH:10][CH:9]=1)=[O:4].S(=O)(=O)(O)O.[CH2:24]=O, predict the reaction product. The product is: [N+:14]([C:11]1[CH:12]=[C:13]2[C:8]([CH2:7][CH2:6][N:5]([C:3](=[O:4])[C:2]([F:17])([F:18])[F:1])[CH2:24]2)=[CH:9][CH:10]=1)([O-:16])=[O:15]. (4) Given the reactants [CH3:1][O:2][C:3]([C:5]1[CH:6]=[C:7]2[C:12](=[C:13]([C:15]3[N:16]([C:20]([O:22][C:23]([CH3:26])([CH3:25])[CH3:24])=[O:21])[CH:17]=[CH:18][CH:19]=3)[CH:14]=1)[O:11][C:10]([N:27]1[CH2:32][CH2:31][O:30][CH2:29][CH2:28]1)=[CH:9][C:8]2=[O:33])=[O:4], predict the reaction product. The product is: [CH3:1][O:2][C:3]([C:5]1[CH:6]=[C:7]2[C:12](=[C:13]([CH:15]3[CH2:19][CH2:18][CH2:17][N:16]3[C:20]([O:22][C:23]([CH3:26])([CH3:24])[CH3:25])=[O:21])[CH:14]=1)[O:11][C:10]([N:27]1[CH2:32][CH2:31][O:30][CH2:29][CH2:28]1)=[CH:9][C:8]2=[O:33])=[O:4]. (5) Given the reactants [NH2:1][CH2:2][CH2:3][CH2:4][NH:5][CH:6]([CH2:10][C:11]([F:14])([F:13])[F:12])[C:7](O)=[O:8].Cl.C(Cl)CCl, predict the reaction product. The product is: [F:12][C:11]([F:14])([F:13])[CH2:10][CH:6]1[NH:5][CH2:4][CH2:3][CH2:2][NH:1][C:7]1=[O:8]. (6) Given the reactants C([C@@H:5]1[NH:10][C:9](=[O:11])[C@H:8]([CH2:12][CH:13]([CH3:15])[CH3:14])[NH:7][CH2:6]1)(CC)C.[F:16][C:17]1[CH:22]=[CH:21][C:20]([C:23]2[O:27][N:26]=[C:25]([CH:28]=O)[CH:24]=2)=[CH:19][CH:18]=1.[CH2:30]([C@@H:34]1N(CC2C=C(C3C=CC=CC=3)ON=2)[CH2:34][C@H:30]([CH2:31][CH:32](C)C)NC1=O)[CH:31](C)[CH3:32], predict the reaction product. The product is: [C@H:30]([N:10]1[CH2:5][CH2:6][N:7]([CH2:28][C:25]2[CH:24]=[C:23]([C:20]3[CH:21]=[CH:22][C:17]([F:16])=[CH:18][CH:19]=3)[O:27][N:26]=2)[CH:8]([CH2:12][CH:13]([CH3:14])[CH3:15])[C:9]1=[O:11])([CH2:31][CH3:32])[CH3:34]. (7) Given the reactants [CH2:1]([C:3]1[C:18]([F:19])=[CH:17][C:6]([O:7][C:8]2[CH:15]=[CH:14][C:11]([C:12]#N)=[CH:10][C:9]=2[F:16])=[C:5]([O:20][CH3:21])[CH:4]=1)[CH3:2].[OH-:22].[Na+].Cl.C[OH:26], predict the reaction product. The product is: [CH2:1]([C:3]1[C:18]([F:19])=[CH:17][C:6]([O:7][C:8]2[CH:15]=[CH:14][C:11]([C:12]([OH:26])=[O:22])=[CH:10][C:9]=2[F:16])=[C:5]([O:20][CH3:21])[CH:4]=1)[CH3:2]. (8) The product is: [CH:1]([C:3]1[CH:8]=[C:7]([C:9]2[CH:14]=[CH:13][C:12]([C:15]3[N:16]=[N:17][N:18]([CH:20]4[CH2:26][CH2:25][C:24]5[CH:27]=[CH:28][CH:29]=[CH:30][C:23]=5[N:22]([CH2:31][C:32]([F:35])([F:34])[F:33])[C:21]4=[O:36])[CH:19]=3)=[CH:11][C:10]=2[O:37][CH3:38])[CH:6]=[CH:5][N:4]=1)([CH3:39])[CH3:2]. Given the reactants [CH2:1]([C:3]1[CH:8]=[C:7]([C:9]2[CH:14]=[CH:13][C:12]([C:15]3[N:16]=[N:17][N:18]([CH:20]4[CH2:26][CH2:25][C:24]5[CH:27]=[CH:28][CH:29]=[CH:30][C:23]=5[N:22]([CH2:31][C:32]([F:35])([F:34])[F:33])[C:21]4=[O:36])[CH:19]=3)=[CH:11][C:10]=2[O:37][CH3:38])[CH:6]=[CH:5][N:4]=1)[CH3:2].[CH:39]([Mg]Br)(C)C.ClC1C=C(C2C=CC(C3N=NN(C4CCC5C=CC=CC=5N(CC(F)(F)F)C4=O)C=3)=CC=2OC)C=CN=1, predict the reaction product. (9) Given the reactants [Br:1][C:2]1[CH:7]=[CH:6][C:5]([CH:8]2[N:12]([C:13]3[CH:18]=[CH:17][CH:16]=[CH:15][C:14]=3[Cl:19])[N:11]=[C:10]([C:20](O)=[O:21])[CH2:9]2)=[CH:4][C:3]=1[F:23].S(Cl)([Cl:26])=O, predict the reaction product. The product is: [Br:1][C:2]1[CH:7]=[CH:6][C:5]([CH:8]2[N:12]([C:13]3[CH:18]=[CH:17][CH:16]=[CH:15][C:14]=3[Cl:19])[N:11]=[C:10]([C:20]([Cl:26])=[O:21])[CH2:9]2)=[CH:4][C:3]=1[F:23]. (10) Given the reactants [F:1][C:2]([F:19])([F:18])[C:3](=[O:17])[CH2:4][C:5]1([CH3:16])[C:14]2[C:9](=[CH:10][CH:11]=[C:12]([F:15])[CH:13]=2)[O:8][CH2:7][CH2:6]1.[CH3:20][S+](C)(C)=O.[H-].[Na+].[I-].C[S+](C)(C)=O, predict the reaction product. The product is: [F:15][C:12]1[CH:13]=[C:14]2[C:9](=[CH:10][CH:11]=1)[O:8][CH2:7][CH2:6][C:5]2([CH3:16])[CH2:4][C:3]1([C:2]([F:1])([F:18])[F:19])[CH2:20][O:17]1.